From a dataset of Reaction yield outcomes from USPTO patents with 853,638 reactions. Predict the reaction yield, written as a fraction of the theoretical maximum amount of product (1.0 means a 100% yield; for example, 0.34 means a 34% yield). (1) The reactants are Cl.[C:2](Cl)(=[O:9])[C:3]1[CH:8]=[CH:7][N:6]=[CH:5][CH:4]=1.C(N(CC)CC)C.ClCCl.[NH2:21][C:22]1[CH:27]=[C:26]([C:28]([F:31])([F:30])[F:29])[CH:25]=[CH:24][C:23]=1[N:32]([CH2:35][CH3:36])[CH2:33][CH3:34]. The catalyst is O. The product is [CH2:35]([N:32]([CH2:33][CH3:34])[C:23]1[CH:24]=[CH:25][C:26]([C:28]([F:30])([F:29])[F:31])=[CH:27][C:22]=1[NH:21][C:2](=[O:9])[C:3]1[CH:8]=[CH:7][N:6]=[CH:5][CH:4]=1)[CH3:36]. The yield is 0.341. (2) The reactants are [F:1][C:2]1[C:7]([C:8]2[CH:13]=[CH:12][CH:11]=[C:10]([CH3:14])[CH:9]=2)=[C:6]([C@H:15]([O:29][CH2:30][CH2:31]OS(C)(=O)=O)[C@@H:16]2[O:21][CH2:20][CH2:19][N:18]([C:22]([O:24][C:25]([CH3:28])([CH3:27])[CH3:26])=[O:23])[CH2:17]2)[CH:5]=[CH:4][CH:3]=1.[N-:37]=[N+:38]=[N-:39].[Na+]. The catalyst is CN(C=O)C.CCOC(C)=O.O. The product is [N:37]([CH2:31][CH2:30][O:29][C@@H:15]([C:6]1[CH:5]=[CH:4][CH:3]=[C:2]([F:1])[C:7]=1[C:8]1[CH:13]=[CH:12][CH:11]=[C:10]([CH3:14])[CH:9]=1)[C@@H:16]1[O:21][CH2:20][CH2:19][N:18]([C:22]([O:24][C:25]([CH3:27])([CH3:26])[CH3:28])=[O:23])[CH2:17]1)=[N+:38]=[N-:39]. The yield is 0.900. (3) The reactants are [I:1][C:2]1[C:10]2[C:5](=[N:6][CH:7]=[C:8]([C:11]3[CH:16]=[CH:15][C:14]([N:17]([CH3:19])[CH3:18])=[CH:13][CH:12]=3)[CH:9]=2)[NH:4][CH:3]=1.[C:20]1([S:26](Cl)(=[O:28])=[O:27])[CH:25]=[CH:24][CH:23]=[CH:22][CH:21]=1.[OH-].[Na+]. The catalyst is C1C=CC=CC=1.[Br-].C([N+](CCCC)(CCCC)CCCC)CCC. The product is [C:20]1([S:26]([N:4]2[C:5]3=[N:6][CH:7]=[C:8]([C:11]4[CH:16]=[CH:15][C:14]([N:17]([CH3:19])[CH3:18])=[CH:13][CH:12]=4)[CH:9]=[C:10]3[C:2]([I:1])=[CH:3]2)(=[O:28])=[O:27])[CH:25]=[CH:24][CH:23]=[CH:22][CH:21]=1. The yield is 0.640. (4) The reactants are [CH3:1][O:2][C:3]1[CH:41]=[CH:40][C:6]([CH2:7][N:8]2[C:12]3=[N:13][CH:14]=[CH:15][C:16]([O:17][C:18]4[CH:23]=[CH:22][C:21]([NH2:24])=[CH:20][C:19]=4[F:25])=[C:11]3[C:10]([N:26]3[CH2:32][CH2:31][CH2:30][N:29]([C:33]([O:35][C:36]([CH3:39])([CH3:38])[CH3:37])=[O:34])[CH2:28][CH2:27]3)=[N:9]2)=[CH:5][CH:4]=1.[F:42][C:43]1[CH:48]=[CH:47][C:46]([N:49]2[C:54](=[O:55])[C:53]([C:56](O)=[O:57])=[CH:52][CH:51]=[N:50]2)=[CH:45][CH:44]=1.Cl.C(N=C=NCCCN(C)C)C.N1(O)C2C=CC=CC=2N=N1.C(N(C(C)C)C(C)C)C. The catalyst is CS(C)=O. The product is [F:25][C:19]1[CH:20]=[C:21]([NH:24][C:56]([C:53]2[C:54](=[O:55])[N:49]([C:46]3[CH:47]=[CH:48][C:43]([F:42])=[CH:44][CH:45]=3)[N:50]=[CH:51][CH:52]=2)=[O:57])[CH:22]=[CH:23][C:18]=1[O:17][C:16]1[CH:15]=[CH:14][N:13]=[C:12]2[N:8]([CH2:7][C:6]3[CH:5]=[CH:4][C:3]([O:2][CH3:1])=[CH:41][CH:40]=3)[N:9]=[C:10]([N:26]3[CH2:32][CH2:31][CH2:30][N:29]([C:33]([O:35][C:36]([CH3:38])([CH3:37])[CH3:39])=[O:34])[CH2:28][CH2:27]3)[C:11]=12. The yield is 0.774. (5) The reactants are CO[C:3]1[CH:8]=[CH:7][C:6]([OH:9])=[CH:5][CH:4]=1.[NH2:10][CH2:11][CH2:12]CO.C=O.C(N(CC)CC)C.C(Cl)(=O)C=C. The catalyst is O.C1(C)C=CC=CC=1. The product is [O:9]1[C:6]2[CH:5]=[CH:4][CH:3]=[CH:8][C:7]=2[CH:12]=[CH:11][NH:10]1. The yield is 0.720.